Dataset: Full USPTO retrosynthesis dataset with 1.9M reactions from patents (1976-2016). Task: Predict the reactants needed to synthesize the given product. (1) Given the product [F:1][C:2]1[CH:7]=[CH:6][CH:5]=[C:4]([O:8][CH2:30][CH2:29][F:28])[C:3]=1[CH:9]1[N:13]([CH2:14][C:15]2[CH:20]=[CH:19][C:18]([O:21][C:22]([F:23])([F:24])[F:25])=[CH:17][CH:16]=2)[C:12](=[O:26])[CH:11]([CH3:27])[CH2:10]1, predict the reactants needed to synthesize it. The reactants are: [F:1][C:2]1[CH:7]=[CH:6][CH:5]=[C:4]([OH:8])[C:3]=1[CH:9]1[N:13]([CH2:14][C:15]2[CH:20]=[CH:19][C:18]([O:21][C:22]([F:25])([F:24])[F:23])=[CH:17][CH:16]=2)[C:12](=[O:26])[CH:11]([CH3:27])[CH2:10]1.[F:28][CH2:29][CH2:30]I.C(=O)([O-])[O-].[K+].[K+].C(=O)([O-])[O-].[Cs+].[Cs+]. (2) Given the product [C:26]([C:21]([NH:20][C:18](=[O:19])[C:17]1[CH:28]=[CH:29][CH:30]=[C:15]([CH2:14][N:11]2[CH2:10][CH2:9][N:8]([C:6](=[O:7])[C:5]3[CH:31]=[CH:32][C:2]([NH:1][C:44]([NH:51][CH2:50][CH:47]4[CH2:49][CH2:48]4)=[O:45])=[C:3]([F:33])[CH:4]=3)[CH2:13][CH2:12]2)[CH:16]=1)([CH:23]1[CH2:25][CH2:24]1)[CH3:22])#[N:27], predict the reactants needed to synthesize it. The reactants are: [NH2:1][C:2]1[CH:32]=[CH:31][C:5]([C:6]([N:8]2[CH2:13][CH2:12][N:11]([CH2:14][C:15]3[CH:16]=[C:17]([CH:28]=[CH:29][CH:30]=3)[C:18]([NH:20][C:21]([C:26]#[N:27])([CH:23]3[CH2:25][CH2:24]3)[CH3:22])=[O:19])[CH2:10][CH2:9]2)=[O:7])=[CH:4][C:3]=1[F:33].C1C([N+]([O-])=O)=CC=C([Cl-][C:44]([O-])=[O:45])C=1.[CH:47]1([CH2:50][NH2:51])[CH2:49][CH2:48]1.